From a dataset of Full USPTO retrosynthesis dataset with 1.9M reactions from patents (1976-2016). Predict the reactants needed to synthesize the given product. (1) Given the product [Cl:1][C:2]1[CH:7]=[C:6]([F:8])[C:5]([C:9]2[C:18]3[C:13](=[CH:14][C:15]([N:19]4[CH2:24][CH2:23][O:22][CH2:21][CH2:20]4)=[CH:16][CH:17]=3)[N:12]=[CH:11][N:10]=2)=[CH:4][C:3]=1[C:25]([C:27]1[CH:32]=[CH:31][C:30](=[O:34])[NH:29][N:28]=1)=[O:26], predict the reactants needed to synthesize it. The reactants are: [Cl:1][C:2]1[CH:7]=[C:6]([F:8])[C:5]([C:9]2[C:18]3[C:13](=[CH:14][C:15]([N:19]4[CH2:24][CH2:23][O:22][CH2:21][CH2:20]4)=[CH:16][CH:17]=3)[N:12]=[CH:11][N:10]=2)=[CH:4][C:3]=1[C:25]([C:27]1[N:28]=[N:29][C:30](Cl)=[CH:31][CH:32]=1)=[O:26].[OH:34]CCC#N.[H-].[Na+].Cl. (2) Given the product [F:20][C:21]1[CH:28]=[C:27]([I:29])[CH:26]=[CH:25][C:22]=1[CH2:23][N:1]1[C:5]2=[CH:6][N:7]=[CH:8][CH:9]=[C:4]2[CH:3]=[C:2]1[C:10]([O:12][CH2:13][CH3:14])=[O:11], predict the reactants needed to synthesize it. The reactants are: [NH:1]1[C:5]2=[CH:6][N:7]=[CH:8][CH:9]=[C:4]2[CH:3]=[C:2]1[C:10]([O:12][CH3:13])=[O:11].[CH3:14]C(C)([O-])C.[K+].[F:20][C:21]1[CH:28]=[C:27]([I:29])[CH:26]=[CH:25][C:22]=1[CH2:23]Br. (3) Given the product [CH2:21]([O:33][C:49](=[O:50])[CH2:44][NH:42][C:12]([C:9]1[CH:8]=[C:7]([C:1]2[CH:2]=[CH:3][CH:4]=[CH:5][CH:6]=2)[NH:11][N:10]=1)=[O:14])[CH3:23], predict the reactants needed to synthesize it. The reactants are: [C:1]1([C:7]2[NH:11][N:10]=[C:9]([C:12]([OH:14])=O)[CH:8]=2)[CH:6]=[CH:5][CH:4]=[CH:3][CH:2]=1.CCN([CH:21]([CH3:23])C)C(C)C.C1C=CC2N([OH:33])N=NC=2C=1.CCN=C=NCCC[N:42]([CH3:44])C.Cl.CN([CH:49]=[O:50])C. (4) Given the product [O:2]=[C:3]([C:12]1[CH:13]=[CH:14][CH:15]=[CH:16][CH:17]=1)[CH2:4][C:5](=[NH:6])[NH:25][C:24]1[CH:26]=[CH:27][C:21]([O:20][C:19]([F:18])([F:28])[F:29])=[CH:22][CH:23]=1, predict the reactants needed to synthesize it. The reactants are: Cl.[O:2]=[C:3]([C:12]1[CH:17]=[CH:16][CH:15]=[CH:14][CH:13]=1)[CH2:4][C:5](SCCCC)=[NH:6].[F:18][C:19]([F:29])([F:28])[O:20][C:21]1[CH:27]=[CH:26][C:24]([NH2:25])=[CH:23][CH:22]=1. (5) Given the product [NH2:21][C:19]1[CH:18]=[C:4]([CH:3]=[C:2]([Br:1])[CH:20]=1)[C:5]([NH:7][CH2:8][CH2:9][O:10][CH2:11][CH2:12][O:13][CH2:14][CH2:15][O:16][CH3:17])=[O:6], predict the reactants needed to synthesize it. The reactants are: [Br:1][C:2]1[CH:3]=[C:4]([CH:18]=[C:19]([N+:21]([O-])=O)[CH:20]=1)[C:5]([NH:7][CH2:8][CH2:9][O:10][CH2:11][CH2:12][O:13][CH2:14][CH2:15][O:16][CH3:17])=[O:6].CC(O)=O.C(OCC)C. (6) Given the product [CH2:1]([O:8][C:9]1[C:10]([C:16]([OH:18])=[O:17])=[N:11][C:12]([Br:15])=[CH:13][CH:14]=1)[C:2]1[CH:3]=[CH:4][CH:5]=[CH:6][CH:7]=1, predict the reactants needed to synthesize it. The reactants are: [CH2:1]([O:8][C:9]1[C:10]([C:16]([O:18]C)=[O:17])=[N:11][C:12]([Br:15])=[CH:13][CH:14]=1)[C:2]1[CH:7]=[CH:6][CH:5]=[CH:4][CH:3]=1.O[Li].O. (7) Given the product [CH3:10][N:11]([CH3:12])[CH:13]=[C:7]([C:2]1[CH:3]=[CH:4][CH:5]=[CH:6][N:1]=1)[C:8]#[N:9], predict the reactants needed to synthesize it. The reactants are: [N:1]1[CH:6]=[CH:5][CH:4]=[CH:3][C:2]=1[CH2:7][C:8]#[N:9].[CH3:10][N:11]([CH:13](OC)OC)[CH3:12]. (8) Given the product [CH3:22][C:14]1[CH:19]=[CH:18][CH:17]=[CH:16][C:15]=1[CH2:20][N:4]1[CH2:5][CH2:6][N:1]([C:7]2[N:12]=[CH:11][NH:10][C:9](=[O:13])[CH:8]=2)[CH2:2][CH2:3]1, predict the reactants needed to synthesize it. The reactants are: [N:1]1([C:7]2[N:12]=[CH:11][NH:10][C:9](=[O:13])[CH:8]=2)[CH2:6][CH2:5][NH:4][CH2:3][CH2:2]1.[C:14]1([CH3:22])[C:15]([CH:20]=O)=[CH:16][CH:17]=[CH:18][CH:19]=1. (9) Given the product [Br:1][C:2]1[C:3]([CH2:14][CH3:15])=[C:4]([CH:5]=[CH:6][CH:7]=1)[CH:8]=[O:13], predict the reactants needed to synthesize it. The reactants are: [Br:1][C:2]1[C:3]([CH2:14][CH3:15])=[C:4]([CH:8]([OH:13])S([O-])(=O)=O)[CH:5]=[CH:6][CH:7]=1.Cl.